Dataset: Forward reaction prediction with 1.9M reactions from USPTO patents (1976-2016). Task: Predict the product of the given reaction. (1) Given the reactants [CH:1]1[CH:2]=[CH:3][C:4]2[NH:11][C:9](=[O:10])[CH:8]=[C:7]([CH2:12][CH:13]([NH:17][C:18]([C:20]3[CH:21]=[CH:22][C:23]([Cl:26])=[CH:24][CH:25]=3)=[O:19])[C:14]([OH:16])=[O:15])[C:5]=2[CH:6]=1.Cl[CH2:28][C:29]([NH:31][CH3:32])=[O:30], predict the reaction product. The product is: [Cl:26][C:23]1[CH:24]=[CH:25][C:20]([C:18]([NH:17][CH:13]([CH2:12][C:7]2[C:5]3[C:4](=[CH:3][CH:2]=[CH:1][CH:6]=3)[NH:11][C:9](=[O:10])[CH:8]=2)[C:14]([O:16][CH2:28][C:29](=[O:30])[NH:31][CH3:32])=[O:15])=[O:19])=[CH:21][CH:22]=1. (2) Given the reactants [Cl:1][C:2]1[CH:3]=[C:4]([CH:6]=[CH:7][C:8]=1[F:9])[NH2:5].Cl.Cl[C:12]1[C:21]2[C:16](=[CH:17][C:18]([F:23])=[CH:19][C:20]=2[F:22])[N:15]=[CH:14][N:13]=1, predict the reaction product. The product is: [Cl:1][C:2]1[CH:3]=[C:4]([NH:5][C:12]2[C:21]3[C:16](=[CH:17][C:18]([F:23])=[CH:19][C:20]=3[F:22])[N:15]=[CH:14][N:13]=2)[CH:6]=[CH:7][C:8]=1[F:9]. (3) Given the reactants Cl[C:2]1[CH:7]=[CH:6][C:5]([S:8]([C:11]([F:14])([F:13])[F:12])(=[O:10])=[O:9])=[CH:4][C:3]=1[N+:15]([O-:17])=[O:16].CC1C=C(Br)C=CC=1S(N[C:30]1[CH:35]=[C:34]2N(C)C([N:39](C)[C:33]2=CC=1OC)=O)(=O)=O.Cl[C:34]1[CH:35]=[CH:30]C(S(C(C)C)(=O)=O)=C[C:33]=1[N+:39]([O-])=O, predict the reaction product. The product is: [CH:34]1([CH2:33][NH:39][C:2]2[CH:7]=[CH:6][C:5]([S:8]([C:11]([F:14])([F:13])[F:12])(=[O:10])=[O:9])=[CH:4][C:3]=2[N+:15]([O-:17])=[O:16])[CH2:30][CH2:35]1. (4) Given the reactants [I:1]I.[Cl:3][C:4]1[CH:12]=[CH:11][CH:10]=[C:9]2[C:5]=1[CH:6]=[N:7][NH:8]2.[OH-].[K+], predict the reaction product. The product is: [Cl:3][C:4]1[CH:12]=[CH:11][CH:10]=[C:9]2[C:5]=1[C:6]([I:1])=[N:7][NH:8]2. (5) The product is: [F:30][C:31]([F:44])([F:43])[S:32]([O:23][C:14]1[C@:15]2([CH2:17][CH2:18][C@H:19]3[C@@H:10]([CH2:9][CH2:8][C:7]4[CH:6]=[C:5]([O:4][C:1](=[O:3])[CH3:2])[CH:22]=[CH:21][C:20]=43)[C@@H:11]2[CH2:12][CH:13]=1)[CH3:16])(=[O:34])=[O:33]. Given the reactants [C:1]([O:4][C:5]1[CH:22]=[CH:21][C:20]2[C@@H:19]3[C@H:10]([C@H:11]4[C@@:15]([CH2:17][CH2:18]3)([CH3:16])[C:14](=[O:23])[CH2:13][CH2:12]4)[CH2:9][CH2:8][C:7]=2[CH:6]=1)(=[O:3])[CH3:2].N1C=CC=CC=1.[F:30][C:31]([F:44])([F:43])[S:32](O[S:32]([C:31]([F:44])([F:43])[F:30])(=[O:34])=[O:33])(=[O:34])=[O:33].O, predict the reaction product.